This data is from Drug-target binding data from BindingDB using Ki measurements. The task is: Regression. Given a target protein amino acid sequence and a drug SMILES string, predict the binding affinity score between them. We predict pKi (pKi = -log10(Ki in M); higher means stronger inhibition). Dataset: bindingdb_ki. (1) The small molecule is CN1CN2Cc3c(c4ccccc4n3Cc3ccc(C(=O)NO)cc3)C(C2)C1=O. The target protein (Q92769) has sequence MAYSQGGGKKKVCYYYDGDIGNYYYGQGHPMKPHRIRMTHNLLLNYGLYRKMEIYRPHKATAEEMTKYHSDEYIKFLRSIRPDNMSEYSKQMQRFNVGEDCPVFDGLFEFCQLSTGGSVAGAVKLNRQQTDMAVNWAGGLHHAKKSEASGFCYVNDIVLAILELLKYHQRVLYIDIDIHHGDGVEEAFYTTDRVMTVSFHKYGEYFPGTGDLRDIGAGKGKYYAVNFPMRDGIDDESYGQIFKPIISKVMEMYQPSAVVLQCGADSLSGDRLGCFNLTVKGHAKCVEVVKTFNLPLLMLGGGGYTIRNVARCWTYETAVALDCEIPNELPYNDYFEYFGPDFKLHISPSNMTNQNTPEYMEKIKQRLFENLRMLPHAPGVQMQAIPEDAVHEDSGDEDGEDPDKRISIRASDKRIACDEEFSDSEDEGEGGRRNVADHKKGAKKARIEEDKKETEDKKTDVKEEDKSKDNSGEKTDTKGTKSEQLSNP. The pKi is 5.9. (2) The drug is CCCCN1CCC(COC(=O)c2cc(Cl)c(NC)c3c2OCCO3)CC1. The target protein sequence is MLANNSTIALTSIKISLTFLMSLLAIAIMLGNVVVILAFIVDRNLRHRSNYFFLNLAIADFFVGAIAIPLYIPSSLTYWTSGKQACVFWLITDYLLCTASVYNIVLISYDRYQSVSNAVWYRAQHSGTWKIATQMVAVWIFSFMTNGPMILISDSWQNSTTECEPGFLKKWYFALPTSLLEFLIPILLVAYFSAHIYWSLWKREKLSRCLSHPVLPSDSSSSDHGHSCRQDPDSRATLPARKETTASLGSDKSRRKSSLLFSIRAYKNSNVIASKMGFLSHSDSLALQQREHIELFRARKLAKSLAILLAAFAICWAPYSLTTVIYSFFPERNLTKSTWYHTAFWLQWFNSFVNPFLYPLCHKRFQKAFLKILPVRRQSTPPHNRSIST. The pKi is 5.0. (3) The drug is CC(C)CC(NC(=O)C(Cc1ccccc1)NP(C)([O-])=S)C(=O)[O-]. The target protein (Q5EGZ1) has sequence MSSSCWLLLSLVAVATAQSLIEEKAESFLNKFNQEAEDLSYQSSLASWNYNTNITEENAQKMNEAAAKWSAFYEEQSKIAQNFSLQEIQNATIKRQLKALQQSGSSALSPDKNKQLNTILNTMSTIYSTGKVCNSMNPQECFLLEPGLDEIMATSTDYNRRLWAWEGWRAEVGKQLRPLYEEYVVLKNEMARANNYEDYGDYWRGDYEAEGVEGYNYNRNQLIEDVENTFKEIKPLYEQLHAYVRTKLMEVYPSYISPTGCLPAHLLGDMWGRFWTNLYPLTTPFLQKPNIDVTDAMVNQSWDAERIFKEAEKFFVSVGLPQMTPGFWTNSMLTEPGDDRKVVCHPTAWDLGHGDFRIKMCTKVTMDNFLTAHHEMGHIQYDMAYAKQPFLLRNGANEGFHEAVGEIMSLSAATPKHLKSIGLLPSNFQEDNETEINFLLKQALTIVGTLPFTYMLEKWRWMVFQDKIPREQWTKKWWEMKREIVGVVEPLPHDETYCDP.... The pKi is 5.0. (4) The drug is Cc1cn([C@H]2C[C@@H](S(=O)(=O)CC(=O)O)[C@@H](CS(=O)(=O)CC(=O)O)O2)c(=O)[nH]c1=O. The target protein (P61823) has sequence MALKSLVLLSLLVLVLLLVRVQPSLGKETAAAKFERQHMDSSTSAASSSNYCNQMMKSRNLTKDRCKPVNTFVHESLADVQAVCSQKNVACKNGQTNCYQSYSTMSITDCRETGSSKYPNCAYKTTQANKHIIVACEGNPYVPVHFDASV. The pKi is 4.4.